Dataset: Reaction yield outcomes from USPTO patents with 853,638 reactions. Task: Predict the reaction yield, written as a fraction of the theoretical maximum amount of product (1.0 means a 100% yield; for example, 0.34 means a 34% yield). (1) The reactants are [CH3:1][C:2]1[CH:3]=[C:4]([CH2:12][OH:13])[CH:5]=[C:6]([CH3:11])[C:7]=1[N+:8]([O-:10])=[O:9].[H-].[Na+].[CH3:16]I. The product is [CH3:11][C:6]1[CH:5]=[C:4]([CH2:12][O:13][CH3:16])[CH:3]=[C:2]([CH3:1])[C:7]=1[N+:8]([O-:10])=[O:9]. The catalyst is CN(C=O)C. The yield is 0.700. (2) The reactants are [CH3:1][S:2]([CH2:5][C:6]([CH3:33])([CH3:32])[C@@H:7]([NH:9][C:10]([C:12]1[C:20]2[C:15](=[N:16][CH:17]=[C:18]([CH:21]3[CH2:23][CH2:22]3)[N:19]=2)[N:14](COCC[Si](C)(C)C)[CH:13]=1)=[O:11])[CH3:8])(=[O:4])=[O:3].FC(F)(F)C(O)=O.C([O-])(=O)C.[Na+].O. The catalyst is ClCCl.C(OCC)(=O)C. The product is [CH3:1][S:2]([CH2:5][C:6]([CH3:32])([CH3:33])[C@@H:7]([NH:9][C:10]([C:12]1[C:20]2[C:15](=[N:16][CH:17]=[C:18]([CH:21]3[CH2:22][CH2:23]3)[N:19]=2)[NH:14][CH:13]=1)=[O:11])[CH3:8])(=[O:4])=[O:3]. The yield is 0.470. (3) The reactants are C[O:2][C:3]([C:5]1[CH:6]=[CH:7][C:8]2[O:12][C:11]([CH:13]([CH:16]([C:18]3[CH:23]=[CH:22][C:21]([O:24][CH2:25][C:26](=[O:31])[C:27]([CH3:30])([CH3:29])[CH3:28])=[C:20]([CH3:32])[CH:19]=3)[CH3:17])[CH2:14][CH3:15])=[CH:10][C:9]=2[CH:33]=1)=[O:4].[OH-].[Na+]. The catalyst is CO.C1COCC1. The product is [CH3:30][C:27]([CH3:28])([CH3:29])[C:26](=[O:31])[CH2:25][O:24][C:21]1[CH:22]=[CH:23][C:18]([CH:16]([CH:13]([C:11]2[O:12][C:8]3[CH:7]=[CH:6][C:5]([C:3]([OH:4])=[O:2])=[CH:33][C:9]=3[CH:10]=2)[CH2:14][CH3:15])[CH3:17])=[CH:19][C:20]=1[CH3:32]. The yield is 0.940. (4) The reactants are [NH2:1][C:2]1[CH:7]=[C:6]([O:8][CH3:9])[CH:5]=[CH:4][C:3]=1[CH2:10][OH:11]. The catalyst is ClCCl.[O-2].[Mn+2]. The product is [NH2:1][C:2]1[CH:7]=[C:6]([O:8][CH3:9])[CH:5]=[CH:4][C:3]=1[CH:10]=[O:11]. The yield is 0.350. (5) The reactants are [OH:1][C:2]1[C:3]([C:12]([NH:14][C:15]2[CH:20]=[C:19]([C:21]([F:24])([F:23])[F:22])[CH:18]=[C:17]([C:25]([F:28])([F:27])[F:26])[CH:16]=2)=[O:13])=[CH:4][C:5]2[C:10]([CH:11]=1)=[CH:9][CH:8]=[CH:7][CH:6]=2.[N:29]1([C:35](Cl)=[O:36])[CH2:34][CH2:33][O:32][CH2:31][CH2:30]1. No catalyst specified. The product is [O:32]1[CH2:33][CH2:34][N:29]([C:35]([O:1][C:2]2[CH:11]=[CH:10][C:9]3[C:4](=[CH:5][CH:6]=[CH:7][CH:8]=3)[C:3]=2[C:12]([NH:14][C:15]2[CH:20]=[C:19]([C:21]([F:24])([F:22])[F:23])[CH:18]=[C:17]([C:25]([F:27])([F:26])[F:28])[CH:16]=2)=[O:13])=[O:36])[CH2:30][CH2:31]1. The yield is 0.980. (6) The reactants are [CH:1]1([CH2:4][N:5]2[C:10](=[O:11])[C:9]([CH2:12][O:13][S:14]([CH3:17])(=[O:16])=[O:15])=[CH:8]C(C3C=CC(SC)=CC=3)=[N:6]2)[CH2:3][CH2:2]1.Cl[C:27]1[CH:32]=[CH:31][CH:30]=[C:29]([C:33](OO)=O)[CH:28]=1.[S:37]([O-:40])(O)=[O:38].[Na+].[CH2:42](Cl)Cl. No catalyst specified. The product is [CH:1]1([CH2:4][N:5]2[C:10](=[O:11])[C:9]([CH2:12][O:13][S:14]([CH3:17])(=[O:15])=[O:16])=[CH:8][C:33]([C:29]3[CH:28]=[CH:27][C:32]([S:37]([CH3:42])(=[O:40])=[O:38])=[CH:31][CH:30]=3)=[N:6]2)[CH2:2][CH2:3]1. The yield is 0.853. (7) The reactants are [OH:1][C:2]1[CH:14]=[C:13]2[C:5]([C:6]3[C:7]([C:18]4[CH:23]=[CH:22][CH:21]=[C:20]([N:24]5[CH2:32][C:31]6[C:26](=[CH:27][C:28]([CH3:33])=[CH:29][CH:30]=6)[C:25]5=[O:34])[C:19]=4[CH3:35])=[CH:8][CH:9]=[C:10]([C:15]([NH2:17])=[O:16])[C:11]=3[NH:12]2)=[CH:4][CH:3]=1.C(=O)([O-])[O-].[K+].[K+].Br[CH2:43][CH2:44][O:45][Si](C(C)(C)C)(C)C. The catalyst is CN(C=O)C. The product is [OH:45][CH2:44][CH2:43][O:1][C:2]1[CH:14]=[C:13]2[C:5]([C:6]3[C:7]([C:18]4[CH:23]=[CH:22][CH:21]=[C:20]([N:24]5[CH2:32][C:31]6[C:26](=[CH:27][C:28]([CH3:33])=[CH:29][CH:30]=6)[C:25]5=[O:34])[C:19]=4[CH3:35])=[CH:8][CH:9]=[C:10]([C:15]([NH2:17])=[O:16])[C:11]=3[NH:12]2)=[CH:4][CH:3]=1. The yield is 0.450. (8) The reactants are [CH:1]([S:4]([C:7]1[CH:34]=[CH:33][C:10]([CH2:11][NH:12][C:13]([C:15]2[C:16](=[O:32])[N:17]([C:22]3[CH:27]=[CH:26][CH:25]=[C:24]([C:28]([F:31])([F:30])[F:29])[CH:23]=3)[C:18]([CH3:21])=[CH:19][CH:20]=2)=[O:14])=[CH:9][CH:8]=1)(=[O:6])=[O:5])([CH3:3])[CH3:2].C(O)(C(F)(F)F)=O.[I:42]N1C(=O)CCC1=O. The catalyst is C(Cl)Cl. The product is [I:42][C:19]1[CH:20]=[C:15]([C:13]([NH:12][CH2:11][C:10]2[CH:9]=[CH:8][C:7]([S:4]([CH:1]([CH3:3])[CH3:2])(=[O:5])=[O:6])=[CH:34][CH:33]=2)=[O:14])[C:16](=[O:32])[N:17]([C:22]2[CH:27]=[CH:26][CH:25]=[C:24]([C:28]([F:31])([F:30])[F:29])[CH:23]=2)[C:18]=1[CH3:21]. The yield is 0.980. (9) The reactants are C([O:4][CH2:5][C:6]([N:8]1[CH2:13][CH2:12][CH:11]([NH:14][C:15]([C:17]2[N:29]([CH3:30])[C:28]3[C:27]4[CH:26]=[CH:25][CH:24]=[CH:23][C:22]=4[N:21]([CH2:31][C:32]4[CH:37]=[CH:36][CH:35]=[CH:34][N:33]=4)[C:20](=[O:38])[C:19]=3[C:18]=2[O:39][CH3:40])=[O:16])[CH2:10][CH2:9]1)=[O:7])(=O)C.CO.[OH-].[Na+]. The catalyst is C1COCC1.C(=O)([O-])O.[Na+]. The product is [OH:4][CH2:5][C:6]([N:8]1[CH2:13][CH2:12][CH:11]([NH:14][C:15]([C:17]2[N:29]([CH3:30])[C:28]3[C:27]4[CH:26]=[CH:25][CH:24]=[CH:23][C:22]=4[N:21]([CH2:31][C:32]4[CH:37]=[CH:36][CH:35]=[CH:34][N:33]=4)[C:20](=[O:38])[C:19]=3[C:18]=2[O:39][CH3:40])=[O:16])[CH2:10][CH2:9]1)=[O:7]. The yield is 0.450.